From a dataset of Buchwald-Hartwig C-N cross coupling reaction yields with 55,370 reactions. Predict the reaction yield, written as a fraction of the theoretical maximum amount of product (1.0 means a 100% yield; for example, 0.34 means a 34% yield). (1) The reactants are Ic1ccccn1.Cc1ccc(N)cc1.O=S(=O)(O[Pd]1c2ccccc2-c2ccccc2N~1)C(F)(F)F.COc1ccc(OC)c(P(C(C)(C)C)C(C)(C)C)c1-c1c(C(C)C)cc(C(C)C)cc1C(C)C.CN(C)C(=NC(C)(C)C)N(C)C.CCOC(=O)c1cc(C)no1. No catalyst specified. The product is Cc1ccc(Nc2ccccn2)cc1. The yield is 0.842. (2) The reactants are FC(F)(F)c1ccc(Cl)cc1.Cc1ccc(N)cc1.O=S(=O)(O[Pd]1c2ccccc2-c2ccccc2N~1)C(F)(F)F.CC(C)c1cc(C(C)C)c(-c2ccccc2P(C(C)(C)C)C(C)(C)C)c(C(C)C)c1.CN1CCCN2CCCN=C12.CCOC(=O)c1cc(OC)no1. No catalyst specified. The product is Cc1ccc(Nc2ccc(C(F)(F)F)cc2)cc1. The yield is 0.245. (3) The product is Cc1ccc(Nc2cccnc2)cc1. The reactants are Clc1cccnc1.Cc1ccc(N)cc1.O=S(=O)(O[Pd]1c2ccccc2-c2ccccc2N~1)C(F)(F)F.COc1ccc(OC)c(P([C@]23C[C@H]4C[C@H](C[C@H](C4)C2)C3)[C@]23C[C@H]4C[C@H](C[C@H](C4)C2)C3)c1-c1c(C(C)C)cc(C(C)C)cc1C(C)C.CCN=P(N=P(N(C)C)(N(C)C)N(C)C)(N(C)C)N(C)C.CCOC(=O)c1ccon1. No catalyst specified. The yield is 0. (4) The reactants are FC(F)(F)c1ccc(I)cc1.Cc1ccc(N)cc1.O=S(=O)(O[Pd]1c2ccccc2-c2ccccc2N~1)C(F)(F)F.COc1ccc(OC)c(P([C@]23C[C@H]4C[C@H](C[C@H](C4)C2)C3)[C@]23C[C@H]4C[C@H](C[C@H](C4)C2)C3)c1-c1c(C(C)C)cc(C(C)C)cc1C(C)C.CN1CCCN2CCCN=C12.CCOC(=O)c1cc(OC)no1. No catalyst specified. The product is Cc1ccc(Nc2ccc(C(F)(F)F)cc2)cc1. The yield is 0.458. (5) The reactants are CCc1ccc(Br)cc1.Cc1ccc(N)cc1.O=S(=O)(O[Pd]1c2ccccc2-c2ccccc2N~1)C(F)(F)F.COc1ccc(OC)c(P([C@]23C[C@H]4C[C@H](C[C@H](C4)C2)C3)[C@]23C[C@H]4C[C@H](C[C@H](C4)C2)C3)c1-c1c(C(C)C)cc(C(C)C)cc1C(C)C.CN1CCCN2CCCN=C12.CCOC(=O)c1cnoc1. No catalyst specified. The product is CCc1ccc(Nc2ccc(C)cc2)cc1. The yield is 0.304.